This data is from Full USPTO retrosynthesis dataset with 1.9M reactions from patents (1976-2016). The task is: Predict the reactants needed to synthesize the given product. Given the product [CH2:1]([O:8][C:9]([NH:11][CH2:12][CH2:13][O:14][NH:15][C:16]([C@@H:18]1[CH2:23][CH2:22][C@@H:21]([NH:24][O:25][CH2:26][C:27]2[CH:32]=[CH:31][CH:30]=[CH:29][CH:28]=2)[CH2:20][NH:19]1)=[O:17])=[O:10])[C:2]1[CH:7]=[CH:6][CH:5]=[CH:4][CH:3]=1, predict the reactants needed to synthesize it. The reactants are: [CH2:1]([O:8][C:9]([NH:11][CH2:12][CH2:13][O:14][NH:15][C:16]([C@@H:18]1[CH2:23][CH2:22][C@@H:21]([NH:24][O:25][CH2:26][C:27]2[CH:32]=[CH:31][CH:30]=[CH:29][CH:28]=2)[CH2:20][N:19]1C(OC(C)(C)C)=O)=[O:17])=[O:10])[C:2]1[CH:7]=[CH:6][CH:5]=[CH:4][CH:3]=1.